From a dataset of Experimentally validated miRNA-target interactions with 360,000+ pairs, plus equal number of negative samples. Binary Classification. Given a miRNA mature sequence and a target amino acid sequence, predict their likelihood of interaction. (1) The miRNA is hsa-miR-4793-3p with sequence UCUGCACUGUGAGUUGGCUGGCU. The protein sequence of the target gene is MANSGLQLLGYFLALGGWVGIIASTALPQWKQSSYAGDAIITAVGLYEGLWMSCASQSTGQVQCKLYDSLLALDGHIQSARALMVVAVLLGFVAMVLSVVGMKCTRVGDSNPIAKGRVAIAGGALFILAGLCTLTAVSWYATLVTQEFFNPSTPVNARYEFGPALFVGWASAGLAVLGGSFLCCTCPEPERPNSSPQPYRPGPSAAAREPVVKLPASAKGPLGV. Result: 0 (no interaction). (2) Result: 1 (interaction). The miRNA is hsa-miR-526b-3p with sequence GAAAGUGCUUCCUUUUAGAGGC. The protein sequence of the target gene is MLSPEAERVLRYLVEVEELAEEVLADKRQIVDLDTKRNQNREGLRALQKDLSLSEDVMVCFGNMFIKMPHPETKEMIEKDQDHLDKEIEKLRKQLKVKVNRLFEAQGKPELKGFNLNPLNQDELKALKVILKG. (3) The miRNA is hsa-miR-183-5p with sequence UAUGGCACUGGUAGAAUUCACU. The protein sequence of the target gene is MDPNCSCSTGGSCTCTSSCACKNCKCTSCKKSCCSCCPVGCSKCAQGCVCKGAADKCTCCA. Result: 0 (no interaction). (4) The protein sequence of the target gene is MSKRLRSSEVCADCSGPDPSWASVNRGTFLCDECCSVHRSLGRHISQVRHLKHTPWPPTLLQMVETLYNNGANSIWEHSLLDPASIMSGRRKANPQDKVHPNKAEFIRAKYQMLAFVHRLPCRDDDSVTAKDLSKQLHSSVRTGNLETCLRLLSLGAQANFFHPEKGNTPLHVASKAGQILQAELLAVYGADPGTQDSSGKTPVDYARQGGHHELAERLVEIQYELTDRLAFYLCGRKPDHKNGQHFIIPQMADSSLDLSELAKAAKKKLQSLSNHLFEELAMDVYDEVDRRETDAVWLA.... Result: 0 (no interaction). The miRNA is hsa-miR-3681-5p with sequence UAGUGGAUGAUGCACUCUGUGC.